From a dataset of Forward reaction prediction with 1.9M reactions from USPTO patents (1976-2016). Predict the product of the given reaction. (1) Given the reactants [N:1]1([C:6]2[CH:13]=[CH:12][C:9]([C:10]#[N:11])=[CH:8][CH:7]=2)[CH:5]=[CH:4][CH:3]=[N:2]1.B.O1CCCC1, predict the reaction product. The product is: [N:1]1([C:6]2[CH:13]=[CH:12][C:9]([CH2:10][NH2:11])=[CH:8][CH:7]=2)[CH:5]=[CH:4][CH:3]=[N:2]1. (2) Given the reactants C(OC([N:8]1[CH2:13][C@H:12]([O:14][CH2:15][C:16]2[CH:25]=[C:24]([O:26][CH3:27])[C:23]3[C:18](=[CH:19][CH:20]=[CH:21][CH:22]=3)[CH:17]=2)[C@@H:11]([C:28]2[CH:33]=[CH:32][C:31]([O:34][CH2:35][CH2:36][CH2:37][O:38][C:39]3[CH:44]=[CH:43][CH:42]=[CH:41][C:40]=3[C:45]#[N:46])=[CH:30][CH:29]=2)[C@H:10]([O:47][CH2:48][C@H:49]([OH:53])[CH2:50][O:51][CH3:52])[CH2:9]1)=O)(C)(C)C.Cl, predict the reaction product. The product is: [OH:53][C@H:49]([CH2:50][O:51][CH3:52])[CH2:48][O:47][C@H:10]1[C@H:11]([C:28]2[CH:29]=[CH:30][C:31]([O:34][CH2:35][CH2:36][CH2:37][O:38][C:39]3[CH:44]=[CH:43][CH:42]=[CH:41][C:40]=3[C:45]#[N:46])=[CH:32][CH:33]=2)[C@@H:12]([O:14][CH2:15][C:16]2[CH:25]=[C:24]([O:26][CH3:27])[C:23]3[C:18](=[CH:19][CH:20]=[CH:21][CH:22]=3)[CH:17]=2)[CH2:13][NH:8][CH2:9]1. (3) Given the reactants [Cl-].[Cl-].[CH3:3][S:4]([NH2+:7][C:8]1[CH:13]=[CH:12][CH:11]=[CH:10][C:9]=1[CH:14]1[O:18][N:17]=[C:16]([C:19]2[N:20]=[C:21]([CH:24]3[CH2:29][CH2:28][NH2+:27][CH2:26][CH2:25]3)[S:22][CH:23]=2)[CH2:15]1)(=[O:6])=[O:5].C(N(CC)CC)C.[F:37][CH:38]([F:51])[C:39]1[CH:44]=[CH:43][C:42]([CH:45]([F:47])[F:46])=[CH:41][C:40]=1[N:48]=[C:49]=[O:50].[Cl-].[NH4+], predict the reaction product. The product is: [F:37][CH:38]([F:51])[C:39]1[CH:44]=[CH:43][C:42]([CH:45]([F:47])[F:46])=[CH:41][C:40]=1[NH:48][C:49]([N:27]1[CH2:28][CH2:29][CH:24]([C:21]2[S:22][CH:23]=[C:19]([C:16]3[CH2:15][CH:14]([C:9]4[CH:10]=[CH:11][CH:12]=[CH:13][C:8]=4[NH:7][S:4]([CH3:3])(=[O:5])=[O:6])[O:18][N:17]=3)[N:20]=2)[CH2:25][CH2:26]1)=[O:50]. (4) Given the reactants [CH:1]([O:4][C:5]1[CH:6]=[C:7](Br)[CH:8]=[N:9][CH:10]=1)([CH3:3])[CH3:2].[CH3:12][C@H:13]([OH:17])[CH2:14][CH:15]=[CH2:16].C(N(CC)CC)C, predict the reaction product. The product is: [CH:1]([O:4][C:5]1[CH:6]=[C:7](/[CH:16]=[CH:15]/[CH2:14][C@@H:13]([OH:17])[CH3:12])[CH:8]=[N:9][CH:10]=1)([CH3:3])[CH3:2]. (5) The product is: [NH2:67][C@@H:68]([CH2:75][C:76]([O:78][C:79]1[C:84]([CH3:85])=[CH:83][CH:82]=[CH:81][C:80]=1[S:86][S:87][CH2:88][CH3:89])=[O:77])[C:69]([O:40][C@H:39]1[C@@H:38]([OH:41])[C@H:37]([N:42]2[CH:50]=[N:49][C:48]3[C:43]2=[N:44][CH:45]=[N:46][C:47]=3[NH2:51])[O:36][C@@H:35]1[CH2:34][O:33][P:30]([O:29][C@H:28]1[CH2:27][C@H:26]([N:52]2[CH:57]=[CH:56][C:55]([NH2:58])=[N:54][C:53]2=[O:59])[O:25][C@@H:24]1[CH2:23][O:22][P:18]([OH:21])([OH:20])=[O:19])([OH:32])=[O:31])=[O:70]. Given the reactants C([N+](CCCC)(CCCC)CCCC)CCC.[P:18]([O:22][CH2:23][C@@H:24]1[C@@H:28]([O:29][P:30]([O:33][CH2:34][C@@H:35]2[C@@H:39]([OH:40])[C@@H:38]([OH:41])[C@H:37]([N:42]3[CH:50]=[N:49][C:48]4[C:43]3=[N:44][CH:45]=[N:46][C:47]=4[NH2:51])[O:36]2)([OH:32])=[O:31])[CH2:27][C@H:26]([N:52]2[CH:57]=[CH:56][C:55]([NH2:58])=[N:54][C:53]2=[O:59])[O:25]1)([OH:21])([OH:20])=[O:19].C(OC([NH:67][C@@H:68]([CH2:75][C:76]([O:78][C:79]1[C:84]([CH3:85])=[CH:83][CH:82]=[CH:81][C:80]=1[S:86][S:87][CH2:88][CH3:89])=[O:77])[C:69](OCC#N)=[O:70])=O)(C)(C)C.C[N+](C)(C)CCCCCCCCCCCCCCCC, predict the reaction product.